Dataset: Full USPTO retrosynthesis dataset with 1.9M reactions from patents (1976-2016). Task: Predict the reactants needed to synthesize the given product. (1) Given the product [CH2:20]([O:19][C:17](=[O:18])[C:16]1[C:15]([C:14]([F:24])([F:23])[F:13])=[CH:12][C:7]([N:1]2[CH2:2][CH2:3][O:4][CH2:5][CH2:6]2)=[CH:8][C:9]=1[CH3:10])[CH3:21], predict the reactants needed to synthesize it. The reactants are: [N:1]1([C:7]([CH3:12])=[CH:8][C:9](=O)[CH3:10])[CH2:6][CH2:5][O:4][CH2:3][CH2:2]1.[F:13][C:14]([F:24])([F:23])[C:15](=O)[CH2:16][C:17]([O:19][CH2:20][CH3:21])=[O:18]. (2) Given the product [Br:1][C:2]1[C:3]([CH3:11])=[C:4]2[C:10]([Cl:12])=[CH:9][NH:8][C:5]2=[N:6][CH:7]=1, predict the reactants needed to synthesize it. The reactants are: [Br:1][C:2]1[C:3]([CH3:11])=[C:4]2[CH:10]=[CH:9][NH:8][C:5]2=[N:6][CH:7]=1.[Cl:12]N1C(=O)CCC1=O.O.